This data is from Full USPTO retrosynthesis dataset with 1.9M reactions from patents (1976-2016). The task is: Predict the reactants needed to synthesize the given product. (1) The reactants are: [CH3:1][O:2][C:3]1[N:8]=[C:7]2[C:9]([CH3:15])([CH3:14])[C:10](=[O:13])[N:11]([CH3:12])[C:6]2=[CH:5][CH:4]=1.[Br:16]Br. Given the product [CH3:1][O:2][C:3]1[N:8]=[C:7]2[C:9]([CH3:15])([CH3:14])[C:10](=[O:13])[N:11]([CH3:12])[C:6]2=[CH:5][C:4]=1[Br:16], predict the reactants needed to synthesize it. (2) Given the product [CH3:1][O:2][C:3](=[O:4])[NH:5][C@@H:6]([CH:7]([CH3:9])[CH3:8])[C:10]([N:12]1[C@@H:16]([CH3:17])[CH2:15][CH2:14][C@H:13]1[C:18]1[NH:22][C:21]2[C:23]3[C:28]([CH:29]=[CH:30][C:20]=2[N:19]=1)=[CH:27][C:26]1[C:31]2[C:36]([CH2:37][O:38][C:25]=1[CH:24]=3)=[CH:35][C:34]([C:39]1[NH:43][C:42]([C@@H:44]3[CH2:48][C@H:47]([CH3:49])[CH2:46][N:45]3[C:63](=[O:65])[C@H:62]([NH:61][C:59]([O:58][CH3:57])=[O:60])[C:66]3[CH:71]=[CH:70][CH:69]=[CH:68][CH:67]=3)=[N:41][CH:40]=1)=[CH:33][CH:32]=2)=[O:11], predict the reactants needed to synthesize it. The reactants are: [CH3:1][O:2][C:3]([NH:5][C@H:6]([C:10]([N:12]1[C@@H:16]([CH3:17])[CH2:15][CH2:14][C@H:13]1[C:18]1[NH:22][C:21]2[C:23]3[C:28]([CH:29]=[CH:30][C:20]=2[N:19]=1)=[CH:27][C:26]1[C:31]2[C:36]([CH2:37][O:38][C:25]=1[CH:24]=3)=[CH:35][C:34]([C:39]1[NH:43][C:42]([C@@H:44]3[CH2:48][C@H:47]([CH3:49])[CH2:46][N:45]3C(OC(C)(C)C)=O)=[N:41][CH:40]=1)=[CH:33][CH:32]=2)=[O:11])[CH:7]([CH3:9])[CH3:8])=[O:4].[CH3:57][O:58][C:59]([NH:61][C@H:62]([C:66]1[CH:71]=[CH:70][CH:69]=[CH:68][CH:67]=1)[C:63]([OH:65])=O)=[O:60].CCOC(C(C#N)=NOC(N1CCOCC1)=[N+](C)C)=O.F[P-](F)(F)(F)(F)F.C(N(C(C)C)CC)(C)C.